This data is from Reaction yield outcomes from USPTO patents with 853,638 reactions. The task is: Predict the reaction yield, written as a fraction of the theoretical maximum amount of product (1.0 means a 100% yield; for example, 0.34 means a 34% yield). (1) The reactants are [CH3:1][O:2][CH2:3][CH2:4][O:5][CH2:6][C:7](Cl)=[O:8].[Cl:10][C:11]1[CH:20]=[CH:19][C:14]([C:15]([NH:17][NH2:18])=[O:16])=[CH:13][N:12]=1.CN1CCOCC1.C(=O)([O-])O.[Na+]. The catalyst is ClCCl.C(OCC)C. The product is [CH3:1][O:2][CH2:3][CH2:4][O:5][CH2:6][C:7]([NH:18][NH:17][C:15](=[O:16])[C:14]1[CH:19]=[CH:20][C:11]([Cl:10])=[N:12][CH:13]=1)=[O:8]. The yield is 0.510. (2) The reactants are [C:1]([OH:7])([C:3]([F:6])([F:5])[F:4])=[O:2].[O:8]=[C:9]1[CH2:17][C:16]2[C:11](=[CH:12][CH:13]=[C:14]([C:18]3[S:22][C:21]([CH2:23][CH2:24][C@@H:25]([NH:37]C(=O)OC(C)(C)C)[CH2:26][C:27]4[CH:28]=[N:29][C:30]([C:33]([F:36])([F:35])[F:34])=[CH:31][CH:32]=4)=[N:20][N:19]=3)[CH:15]=2)[NH:10]1. The catalyst is C(Cl)Cl. The product is [F:4][C:3]([F:6])([F:5])[C:1]([OH:7])=[O:2].[NH2:37][C@@H:25]([CH2:26][C:27]1[CH:28]=[N:29][C:30]([C:33]([F:34])([F:36])[F:35])=[CH:31][CH:32]=1)[CH2:24][CH2:23][C:21]1[S:22][C:18]([C:14]2[CH:15]=[C:16]3[C:11](=[CH:12][CH:13]=2)[NH:10][C:9](=[O:8])[CH2:17]3)=[N:19][N:20]=1. The yield is 0.880. (3) The reactants are Br[C:2]1[S:10][C:9]2[C:8]([N:11]3[CH2:16][CH2:15][N:14]([C:17]([O:19][C:20]([CH3:23])([CH3:22])[CH3:21])=[O:18])[CH2:13][CH2:12]3)=[N:7][CH:6]=[N:5][C:4]=2[CH:3]=1.[NH:24]1[CH2:29][CH2:28][O:27][CH2:26][CH2:25]1. The catalyst is CN(C)C=O. The product is [O:27]1[CH2:28][CH2:29][N:24]([C:2]2[S:10][C:9]3[C:8]([N:11]4[CH2:16][CH2:15][N:14]([C:17]([O:19][C:20]([CH3:23])([CH3:22])[CH3:21])=[O:18])[CH2:13][CH2:12]4)=[N:7][CH:6]=[N:5][C:4]=3[CH:3]=2)[CH2:25][CH2:26]1. The yield is 0.140. (4) The reactants are [CH3:1][C:2]1[CH:3]=[C:4]([CH:8]=[C:9]([CH3:12])[C:10]=1[OH:11])[C:5]([OH:7])=[O:6].[C:13](OC(=O)C)(=[O:15])[CH3:14]. The catalyst is N1C=CC=CC=1. The product is [C:13]([O:11][C:10]1[C:9]([CH3:12])=[CH:8][C:4]([C:5]([OH:7])=[O:6])=[CH:3][C:2]=1[CH3:1])(=[O:15])[CH3:14]. The yield is 1.00. (5) The reactants are C1(C)C=CC(S(O)(=O)=O)=CC=1.C1(C)C=CC(S(O)(=O)=O)=CC=1.[CH3:23][O:24][C@@H:25]1[C@@H:29]([NH:30][CH3:31])[CH2:28][NH:27][CH2:26]1.C(#N)C.[CH2:35]([O:37][C:38]([C:40]1[C:49](=[O:50])[C:48]2[C:43](=[N:44][C:45](Cl)=[CH:46][CH:47]=2)[N:42]([C:52]2[S:53][CH:54]=[CH:55][N:56]=2)[CH:41]=1)=[O:39])[CH3:36]. The catalyst is [Ag].C(N(CC)CC)C. The product is [CH3:23][O:24][C@@H:25]1[C@@H:29]([NH:30][CH3:31])[CH2:28][N:27]([C:45]2[N:44]=[C:43]3[C:48]([C:49](=[O:50])[C:40]([C:38]([O:37][CH2:35][CH3:36])=[O:39])=[CH:41][N:42]3[C:52]3[S:53][CH:54]=[CH:55][N:56]=3)=[CH:47][CH:46]=2)[CH2:26]1. The yield is 0.976. (6) The product is [CH3:32][C:29]1([CH3:33])[CH2:30][C:31]2[N:23]([C:21]3[CH:20]=[CH:19][C:16]([C:17]#[N:18])=[C:15]([NH:1][CH:2]4[CH2:7][CH2:6][O:5][CH2:4][CH2:3]4)[CH:22]=3)[N:24]=[C:25]([C:35]([F:37])([F:38])[F:36])[C:26]=2[C:27](=[O:34])[CH2:28]1. The catalyst is C1(C)C=CC=CC=1.O.C(OCC)(=O)C.C([O-])(=O)C.[Pd+2].C([O-])(=O)C.C1C=CC(P(C2C=CC=CC=2)[C-]2C=CC=C2)=CC=1.C1C=CC(P(C2C=CC=CC=2)[C-]2C=CC=C2)=CC=1.[Fe+2]. The reactants are [NH2:1][CH:2]1[CH2:7][CH2:6][O:5][CH2:4][CH2:3]1.CC(C)([O-])C.[Na+].Br[C:15]1[CH:22]=[C:21]([N:23]2[C:31]3[CH2:30][C:29]([CH3:33])([CH3:32])[CH2:28][C:27](=[O:34])[C:26]=3[C:25]([C:35]([F:38])([F:37])[F:36])=[N:24]2)[CH:20]=[CH:19][C:16]=1[C:17]#[N:18]. The yield is 0.490. (7) The reactants are [F:1][C:2]1[CH:7]=[CH:6][C:5]([N:8]2[C:11](=[O:12])[C@H:10]([S:13][CH2:14][C:15]([C:17]3[CH:22]=[CH:21][C:20]([O:23][CH3:24])=[CH:19][CH:18]=3)=[O:16])[C@H:9]2[C:25]2[CH:35]=[CH:34][C:28]([O:29][CH2:30][C:31]([OH:33])=O)=[CH:27][CH:26]=2)=[CH:4][CH:3]=1.Cl.[NH2:37][CH2:38][C:39]([O:41]C(C)(C)C)=[O:40].CN1CCOCC1.CN(C(ON1N=NC2C=CC=CC1=2)=[N+](C)C)C.[B-](F)(F)(F)F.FC(F)(F)C(O)=O. The catalyst is C(Cl)Cl. The product is [F:1][C:2]1[CH:3]=[CH:4][C:5]([N:8]2[C:11](=[O:12])[C@H:10]([S:13][CH2:14][C:15]([C:17]3[CH:22]=[CH:21][C:20]([O:23][CH3:24])=[CH:19][CH:18]=3)=[O:16])[C@H:9]2[C:25]2[CH:35]=[CH:34][C:28]([O:29][CH2:30][C:31]([NH:37][CH2:38][C:39]([OH:41])=[O:40])=[O:33])=[CH:27][CH:26]=2)=[CH:6][CH:7]=1. The yield is 0.950.